Dataset: Forward reaction prediction with 1.9M reactions from USPTO patents (1976-2016). Task: Predict the product of the given reaction. (1) Given the reactants [Li][CH2:2]CCC.[Cl:6][C:7]1[CH:15]=[C:14]2[C:10]([CH2:11][C:12](=[O:16])[NH:13]2)=[CH:9][CH:8]=1.CN(CCN(C)C)C.CI, predict the reaction product. The product is: [Cl:6][C:7]1[CH:15]=[C:14]2[C:10]([CH:11]([CH3:2])[C:12](=[O:16])[NH:13]2)=[CH:9][CH:8]=1. (2) Given the reactants Cl.[Cl:2][C:3]1[CH:4]=[C:5]2[C:9](=[CH:10][CH:11]=1)[NH:8][CH:7]=[C:6]2[CH2:12][CH2:13][NH2:14].[CH3:15][C:16]1[O:20][N:19]=[C:18]([C:21](Cl)=[O:22])[CH:17]=1.C(N(CC)CC)C.C(OCC)(=O)C, predict the reaction product. The product is: [Cl:2][C:3]1[CH:4]=[C:5]2[C:9](=[CH:10][CH:11]=1)[NH:8][CH:7]=[C:6]2[CH2:12][CH2:13][NH:14][C:21]([C:18]1[CH:17]=[C:16]([CH3:15])[O:20][N:19]=1)=[O:22]. (3) Given the reactants [OH-].[K+].[CH3:3][C:4]1[CH:5]=[CH:6][C:7]2[N:8]([N:10]=[C:11]([C:24]3[CH:29]=[CH:28][CH:27]=[CH:26][CH:25]=3)[C:12]=2[CH2:13][C:14]2[N:19]=[C:18]([C:20]([O:22]C)=[O:21])[CH:17]=[CH:16][CH:15]=2)[CH:9]=1.Cl, predict the reaction product. The product is: [CH3:3][C:4]1[CH:5]=[CH:6][C:7]2[N:8]([N:10]=[C:11]([C:24]3[CH:29]=[CH:28][CH:27]=[CH:26][CH:25]=3)[C:12]=2[CH2:13][C:14]2[N:19]=[C:18]([C:20]([OH:22])=[O:21])[CH:17]=[CH:16][CH:15]=2)[CH:9]=1. (4) Given the reactants [OH:1][C:2]1[C:3]([N+:11]([O-:13])=[O:12])=[C:4]([CH:8]=[CH:9][CH:10]=1)[C:5]([OH:7])=[O:6].OS(O)(=O)=O.[CH3:19]O, predict the reaction product. The product is: [OH:1][C:2]1[C:3]([N+:11]([O-:13])=[O:12])=[C:4]([CH:8]=[CH:9][CH:10]=1)[C:5]([O:7][CH3:19])=[O:6]. (5) Given the reactants [Cl:1][C:2]1[CH:10]=[C:9]([NH:11][C@@H:12]([CH3:15])[CH2:13][F:14])[C:5]([C:6]([OH:8])=O)=[CH:4][N:3]=1.CCN(C(C)C)C(C)C.[NH2:25][CH2:26][C@@H:27]([F:32])[C:28]([CH3:31])([OH:30])[CH3:29].CN(C(ON1N=NC2C=CC=NC1=2)=[N+](C)C)C.F[P-](F)(F)(F)(F)F, predict the reaction product. The product is: [Cl:1][C:2]1[CH:10]=[C:9]([NH:11][C@@H:12]([CH3:15])[CH2:13][F:14])[C:5]([C:6]([NH:25][CH2:26][C@@H:27]([F:32])[C:28]([OH:30])([CH3:31])[CH3:29])=[O:8])=[CH:4][N:3]=1. (6) Given the reactants [C:1]([Si:5](Cl)([CH3:7])[CH3:6])([CH3:4])([CH3:3])[CH3:2].[S:9]1[CH:13]=[CH:12][C:11]([CH2:14][CH2:15][OH:16])=[CH:10]1.N1C=CN=C1, predict the reaction product. The product is: [C:1]([Si:5]([CH3:7])([CH3:6])[O:16][CH2:15][CH2:14][C:11]1[CH:12]=[CH:13][S:9][CH:10]=1)([CH3:4])([CH3:3])[CH3:2].